From a dataset of Full USPTO retrosynthesis dataset with 1.9M reactions from patents (1976-2016). Predict the reactants needed to synthesize the given product. (1) The reactants are: [O:1]([CH2:9][CH2:10][C:11]1[CH:16]=[CH:15][N+:14]([O-])=[CH:13][CH:12]=1)[Si:2]([C:5]([CH3:8])([CH3:7])[CH3:6])([CH3:4])[CH3:3].C[Si]([C:22]#[N:23])(C)C.CN(C)C(Cl)=O.C(=O)([O-])[O-].[K+].[K+]. Given the product [O:1]([CH2:9][CH2:10][C:11]1[CH:16]=[CH:15][N:14]=[C:13]([C:22]#[N:23])[CH:12]=1)[Si:2]([C:5]([CH3:8])([CH3:7])[CH3:6])([CH3:4])[CH3:3], predict the reactants needed to synthesize it. (2) Given the product [CH2:1]([C:3]1[CH:4]=[CH:5][C:6]([CH:9]2[CH2:10][CH:11]([C:15](=[O:16])[NH:17][C:18]3[CH:19]=[CH:20][CH:21]=[CH:22][CH:23]=3)[CH2:12][N:13]([C:35]([C:32]3([NH:31][C:29](=[O:30])[O:28][C:24]([CH3:26])([CH3:25])[CH3:27])[CH2:34][CH2:33]3)=[O:36])[CH2:14]2)=[CH:7][CH:8]=1)[CH3:2], predict the reactants needed to synthesize it. The reactants are: [CH2:1]([C:3]1[CH:8]=[CH:7][C:6]([CH:9]2[CH2:14][NH:13][CH2:12][CH:11]([C:15]([NH:17][C:18]3[CH:23]=[CH:22][CH:21]=[CH:20][CH:19]=3)=[O:16])[CH2:10]2)=[CH:5][CH:4]=1)[CH3:2].[C:24]([O:28][C:29]([NH:31][C:32]1([C:35](O)=[O:36])[CH2:34][CH2:33]1)=[O:30])([CH3:27])([CH3:26])[CH3:25]. (3) Given the product [NH2:10][C:3]1[CH:4]=[C:5]([CH:8]=[CH:9][C:2]=1[OH:1])[C:6]#[N:7], predict the reactants needed to synthesize it. The reactants are: [OH:1][C:2]1[CH:9]=[CH:8][C:5]([C:6]#[N:7])=[CH:4][C:3]=1[N+:10]([O-])=O.[NH4+].[Cl-].O. (4) The reactants are: [F:1][C:2]1[CH:7]=[CH:6][C:5]([C:8]2[C:9]([N:14]3[CH2:19][CH2:18][NH:17][CH2:16][CH2:15]3)=[N:10][CH:11]=[CH:12][N:13]=2)=[CH:4][CH:3]=1.[F:20][C:21]([F:31])([F:30])[CH2:22][N:23]1[CH:27]=[C:26]([CH:28]=O)[CH:25]=[N:24]1.C(O[BH-](OC(=O)C)OC(=O)C)(=O)C.[Na+].C(Cl)[Cl:47]. Given the product [ClH:47].[F:1][C:2]1[CH:7]=[CH:6][C:5]([C:8]2[C:9]([N:14]3[CH2:15][CH2:16][N:17]([CH2:28][C:26]4[CH:25]=[N:24][N:23]([CH2:22][C:21]([F:31])([F:20])[F:30])[CH:27]=4)[CH2:18][CH2:19]3)=[N:10][CH:11]=[CH:12][N:13]=2)=[CH:4][CH:3]=1, predict the reactants needed to synthesize it.